Dataset: NCI-60 drug combinations with 297,098 pairs across 59 cell lines. Task: Regression. Given two drug SMILES strings and cell line genomic features, predict the synergy score measuring deviation from expected non-interaction effect. (1) Drug 1: CCC1(CC2CC(C3=C(CCN(C2)C1)C4=CC=CC=C4N3)(C5=C(C=C6C(=C5)C78CCN9C7C(C=CC9)(C(C(C8N6C)(C(=O)OC)O)OC(=O)C)CC)OC)C(=O)OC)O.OS(=O)(=O)O. Drug 2: CC1C(C(CC(O1)OC2CC(CC3=C2C(=C4C(=C3O)C(=O)C5=CC=CC=C5C4=O)O)(C(=O)C)O)N)O. Cell line: OVCAR-5. Synergy scores: CSS=49.8, Synergy_ZIP=-2.89, Synergy_Bliss=-2.78, Synergy_Loewe=2.37, Synergy_HSA=3.52. (2) Drug 1: C1=NC2=C(N=C(N=C2N1C3C(C(C(O3)CO)O)F)Cl)N. Drug 2: COC1=C2C(=CC3=C1OC=C3)C=CC(=O)O2. Cell line: MDA-MB-231. Synergy scores: CSS=19.5, Synergy_ZIP=-1.91, Synergy_Bliss=5.37, Synergy_Loewe=-20.5, Synergy_HSA=0.213.